From a dataset of Reaction yield outcomes from USPTO patents with 853,638 reactions. Predict the reaction yield, written as a fraction of the theoretical maximum amount of product (1.0 means a 100% yield; for example, 0.34 means a 34% yield). (1) The reactants are [NH2:1][C:2]1[C:7]2=[C:8]([C:15]3[CH:20]=[CH:19][C:18]([N+:21]([O-])=O)=[CH:17][CH:16]=3)[C:9]([C:11]([NH:13][CH3:14])=[O:12])=[CH:10][N:6]2[N:5]=[CH:4][N:3]=1.[C:24]([C:28]1[CH:33]=[CH:32][N:31]=[C:30]([NH:34][C:35](=O)[O:36]C2C=CC=CC=2)[CH:29]=1)([CH3:27])([CH3:26])[CH3:25].C(N(CC)CC)C. The catalyst is CN(C=O)C. The product is [NH2:1][C:2]1[C:7]2=[C:8]([C:15]3[CH:20]=[CH:19][C:18]([NH:21][C:35]([NH:34][C:30]4[CH:29]=[C:28]([C:24]([CH3:27])([CH3:26])[CH3:25])[CH:33]=[CH:32][N:31]=4)=[O:36])=[CH:17][CH:16]=3)[C:9]([C:11]([NH:13][CH3:14])=[O:12])=[CH:10][N:6]2[N:5]=[CH:4][N:3]=1. The yield is 0.260. (2) The catalyst is CCOC(C)=O. The yield is 0.950. The product is [Cl:31][C:25]1[CH:26]=[CH:27][C:28]([Cl:30])=[CH:29][C:24]=1[C:23]([NH:22][CH2:21][C:20]([NH:19][C@H:14]([B:13]1[O:1][C@@H:2]([CH3:7])[CH2:3][C:4](=[O:6])[O:5]1)[CH2:15][CH:16]([CH3:18])[CH3:17])=[O:33])=[O:32]. The reactants are [OH:1][C@@H:2]([CH3:7])[CH2:3][C:4]([OH:6])=[O:5].O1[B:13]([C@@H:14]([NH:19][C:20](=[O:33])[CH2:21][NH:22][C:23](=[O:32])[C:24]2[CH:29]=[C:28]([Cl:30])[CH:27]=[CH:26][C:25]=2[Cl:31])[CH2:15][CH:16]([CH3:18])[CH3:17])O[B:13]([C@@H:14]([NH:19][C:20](=[O:33])[CH2:21][NH:22][C:23](=[O:32])[C:24]2[CH:29]=[C:28]([Cl:30])[CH:27]=[CH:26][C:25]=2[Cl:31])[CH2:15][CH:16]([CH3:18])[CH3:17])O[B:13]1[C@@H:14]([NH:19][C:20](=[O:33])[CH2:21][NH:22][C:23](=[O:32])[C:24]1[CH:29]=[C:28]([Cl:30])[CH:27]=[CH:26][C:25]=1[Cl:31])[CH2:15][CH:16]([CH3:18])[CH3:17]. (3) The reactants are C(O[C:6]([N:8]1[CH2:13][CH2:12][CH:11]([O:14][C:15]2[C:20]([Cl:21])=[CH:19][N:18]=[CH:17][C:16]=2[Cl:22])[CH2:10][CH2:9]1)=O)(C)(C)C.FC(F)(F)C(O)=O.[O:30]1C[CH:31]1[CH2:33][N:34]1[C:42]2[CH2:41][CH2:40][N:39]([C:43](=[O:45])[CH3:44])[CH2:38][C:37]=2[C:36]([C:46]2[CH:51]=[CH:50][C:49]([C:52]([F:55])([F:54])[F:53])=[CH:48][CH:47]=2)=[N:35]1. The catalyst is C(Cl)Cl. The product is [Cl:21][C:20]1[CH:19]=[N:18][CH:17]=[C:16]([Cl:22])[C:15]=1[O:14][CH:11]1[CH2:10][CH2:9][N:8]([CH2:6][CH:31]([OH:30])[CH2:33][N:34]2[C:42]3[CH2:41][CH2:40][N:39]([C:43](=[O:45])[CH3:44])[CH2:38][C:37]=3[C:36]([C:46]3[CH:51]=[CH:50][C:49]([C:52]([F:55])([F:54])[F:53])=[CH:48][CH:47]=3)=[N:35]2)[CH2:13][CH2:12]1. The yield is 0.540.